The task is: Regression. Given two drug SMILES strings and cell line genomic features, predict the synergy score measuring deviation from expected non-interaction effect.. This data is from NCI-60 drug combinations with 297,098 pairs across 59 cell lines. (1) Drug 1: CC1=C2C(C(=O)C3(C(CC4C(C3C(C(C2(C)C)(CC1OC(=O)C(C(C5=CC=CC=C5)NC(=O)OC(C)(C)C)O)O)OC(=O)C6=CC=CC=C6)(CO4)OC(=O)C)O)C)O. Drug 2: CS(=O)(=O)OCCCCOS(=O)(=O)C. Cell line: A498. Synergy scores: CSS=13.0, Synergy_ZIP=-4.68, Synergy_Bliss=-5.30, Synergy_Loewe=-41.4, Synergy_HSA=-3.45. (2) Cell line: NCI/ADR-RES. Drug 2: CCCS(=O)(=O)NC1=C(C(=C(C=C1)F)C(=O)C2=CNC3=C2C=C(C=N3)C4=CC=C(C=C4)Cl)F. Drug 1: C1=C(C(=O)NC(=O)N1)F. Synergy scores: CSS=32.5, Synergy_ZIP=-8.17, Synergy_Bliss=-5.73, Synergy_Loewe=-7.84, Synergy_HSA=-6.43.